Dataset: Catalyst prediction with 721,799 reactions and 888 catalyst types from USPTO. Task: Predict which catalyst facilitates the given reaction. (1) Reactant: [Br:1][C:2]1[C:11]2[C:6](=[CH:7][C:8]([C:12]3[N:13]=[C:14]([C:17]4[CH:22]=[CH:21][CH:20]=[CH:19][CH:18]=4)[S:15][CH:16]=3)=[CH:9][CH:10]=2)[CH:5]=[CH:4][C:3]=1[OH:23].Br[CH2:25][C:26]([O:28][CH3:29])=[O:27].C(=O)([O-])[O-].[Cs+].[Cs+]. Product: [Br:1][C:2]1[C:11]2[C:6](=[CH:7][C:8]([C:12]3[N:13]=[C:14]([C:17]4[CH:22]=[CH:21][CH:20]=[CH:19][CH:18]=4)[S:15][CH:16]=3)=[CH:9][CH:10]=2)[CH:5]=[CH:4][C:3]=1[O:23][CH2:25][C:26]([O:28][CH3:29])=[O:27]. The catalyst class is: 21. (2) Reactant: [CH3:1][O:2][C:3]([C:5]1[S:6][C:7]([C:11]([OH:13])=O)=[CH:8][C:9]=1[Cl:10])=[O:4].C(N(CC)CC)C.CN(C(ON1N=NC2C=CC=CC1=2)=[N+](C)C)C.F[P-](F)(F)(F)(F)F.C1C=CC2N(O)N=NC=2C=1.[NH:55]1[C:63]2[C:58](=[C:59]([CH2:64][NH2:65])[CH:60]=[CH:61][CH:62]=2)[CH:57]=[N:56]1. Product: [CH3:1][O:2][C:3]([C:5]1[S:6][C:7]([C:11](=[O:13])[NH:65][CH2:64][C:59]2[CH:60]=[CH:61][CH:62]=[C:63]3[C:58]=2[CH:57]=[N:56][NH:55]3)=[CH:8][C:9]=1[Cl:10])=[O:4]. The catalyst class is: 3.